Dataset: Peptide-MHC class II binding affinity with 134,281 pairs from IEDB. Task: Regression. Given a peptide amino acid sequence and an MHC pseudo amino acid sequence, predict their binding affinity value. This is MHC class II binding data. The peptide sequence is EVVAATPTSLLISWG. The MHC is DRB1_0802 with pseudo-sequence DRB1_0802. The binding affinity (normalized) is 0.209.